This data is from Catalyst prediction with 721,799 reactions and 888 catalyst types from USPTO. The task is: Predict which catalyst facilitates the given reaction. (1) Reactant: Cl.[CH2:2]([O:4][C:5](=[O:33])[CH2:6][NH:7][CH2:8][C:9]1[CH:14]=[CH:13][CH:12]=[C:11]([CH2:15][O:16][C:17]2[CH:22]=[CH:21][C:20]([C:23]3[CH:28]=[C:27]([F:29])[C:26]([F:30])=[CH:25][C:24]=3[O:31][CH3:32])=[CH:19][CH:18]=2)[CH:10]=1)[CH3:3].[CH3:34][C:35]([CH3:40])([CH3:39])[C:36](Cl)=[O:37].C(N(CC)CC)C. Product: [CH2:2]([O:4][C:5](=[O:33])[CH2:6][N:7]([CH2:8][C:9]1[CH:14]=[CH:13][CH:12]=[C:11]([CH2:15][O:16][C:17]2[CH:18]=[CH:19][C:20]([C:23]3[CH:28]=[C:27]([F:29])[C:26]([F:30])=[CH:25][C:24]=3[O:31][CH3:32])=[CH:21][CH:22]=2)[CH:10]=1)[C:36](=[O:37])[C:35]([CH3:40])([CH3:39])[CH3:34])[CH3:3]. The catalyst class is: 4. (2) Reactant: [F:1][C:2]1[CH:7]=[CH:6][C:5]([NH:8][C:9]2[O:10][CH2:11][C:12](=[O:21])[C:13]=2[C:14]([O:16][CH2:17][CH2:18][CH2:19][CH3:20])=[O:15])=[CH:4][CH:3]=1.[NH:22]1[C:30]2[C:25](=[CH:26][CH:27]=[CH:28][N:29]=2)[C:24]([CH:31]=O)=[CH:23]1.N1CCC[C@H]1C(O)=O. Product: [NH:22]1[C:30]2=[N:29][CH:28]=[CH:27][CH:26]=[C:25]2[C:24]([CH:31]=[C:11]2[O:10][C:9]([NH:8][C:5]3[CH:4]=[CH:3][C:2]([F:1])=[CH:7][CH:6]=3)=[C:13]([C:14]([O:16][CH2:17][CH2:18][CH2:19][CH3:20])=[O:15])[C:12]2=[O:21])=[CH:23]1. The catalyst class is: 41. (3) Reactant: [Cl:1][CH2:2][C:3](O)=O.C(N(CC)CC)C.C(O)C.[NH2:16][C:17]1[N:18]=[N:19][C:20]([CH:23]([CH3:25])[CH3:24])=[CH:21][CH:22]=1. Product: [Cl:1][C:2]1[N:16]=[C:17]2[CH:22]=[CH:21][C:20]([CH:23]([CH3:25])[CH3:24])=[N:19][N:18]2[CH:3]=1. The catalyst class is: 6. (4) Reactant: [Cl:1][C:2]1[CH:7]=[CH:6][C:5]([O:8][C:9]2[C:14]([F:15])=[CH:13][C:12]([CH2:16][CH2:17][O:18][C:19]3[NH:20][CH:21]=[C:22]([CH2:26][CH3:27])[C:23](=[O:25])[N:24]=3)=[CH:11][C:10]=2[F:28])=[CH:4][C:3]=1[C:29]([F:32])([F:31])[F:30].[CH3:33]CN(C(C)C)C(C)C.CI. Product: [Cl:1][C:2]1[CH:7]=[CH:6][C:5]([O:8][C:9]2[C:14]([F:15])=[CH:13][C:12]([CH2:16][CH2:17][O:18][C:19]3[N:20]([CH3:33])[CH:21]=[C:22]([CH2:26][CH3:27])[C:23](=[O:25])[N:24]=3)=[CH:11][C:10]=2[F:28])=[CH:4][C:3]=1[C:29]([F:31])([F:32])[F:30]. The catalyst class is: 2. (5) Reactant: [Cl:1][C:2]1[C:3]([O:16][CH3:17])=[CH:4][CH:5]=[C:6]2[C:11]=1[N:10]=[C:9]([C:12](O)=[O:13])[CH:8]=[C:7]2[OH:15].[CH3:18][NH:19][CH3:20].C1COCC1.CN(C(ON1N=NC2C=CC=NC1=2)=[N+](C)C)C.F[P-](F)(F)(F)(F)F.CN1CCOCC1.Cl. Product: [CH3:18][N:19]([CH3:20])[C:12]([C:9]1[CH:8]=[C:7]([OH:15])[C:6]2[C:11](=[C:2]([Cl:1])[C:3]([O:16][CH3:17])=[CH:4][CH:5]=2)[N:10]=1)=[O:13]. The catalyst class is: 31.